Dataset: Forward reaction prediction with 1.9M reactions from USPTO patents (1976-2016). Task: Predict the product of the given reaction. (1) The product is: [F:1][C:2]1[C:11]([CH3:12])=[C:10]2[C:5]([C:6](=[O:22])[C:7]([C:17]([OH:19])=[O:18])=[CH:8][N:9]2[C@@H:13]2[CH2:15][C@@H:14]2[F:16])=[CH:4][CH:3]=1. Given the reactants [F:1][C:2]1[C:11]([CH3:12])=[C:10]2[C:5]([C:6](=[O:22])[C:7]([C:17]([O:19]CC)=[O:18])=[CH:8][N:9]2[C@@H:13]2[CH2:15][C@@H:14]2[F:16])=[CH:4][CH:3]=1.Cl, predict the reaction product. (2) Given the reactants [Cl:1][C:2]1[CH:7]=[CH:6][CH:5]=[CH:4][C:3]=1[S:8][C@H:9]1[CH2:13][C@@H:12]([C:14]([OH:16])=O)[C@H:11]([CH2:17][N:18]2[CH2:23][CH2:22][CH:21]([C:24]3[CH:29]=[CH:28][C:27]([F:30])=[CH:26][CH:25]=3)[CH2:20][CH2:19]2)[CH2:10]1.[NH2:31][C:32]1([C:35]#[N:36])[CH2:34][CH2:33]1, predict the reaction product. The product is: [C:35]([C:32]1([NH:31][C:14]([C@@H:12]2[CH2:13][C@H:9]([S:8][C:3]3[CH:4]=[CH:5][CH:6]=[CH:7][C:2]=3[Cl:1])[CH2:10][C@H:11]2[CH2:17][N:18]2[CH2:23][CH2:22][CH:21]([C:24]3[CH:25]=[CH:26][C:27]([F:30])=[CH:28][CH:29]=3)[CH2:20][CH2:19]2)=[O:16])[CH2:34][CH2:33]1)#[N:36]. (3) Given the reactants Br.BrCC(C1C=CC(Br)=CN=1)=O.C(C1NC=CN=1)C.[Br:20][C:21]1[CH:22]=[CH:23][C:24]([C:27](=[O:37])[CH2:28][N:29]2[CH:33]=[CH:32][N:31]=[C:30]2[CH2:34][CH2:35]C)=[N:25][CH:26]=1, predict the reaction product. The product is: [Br:20][C:21]1[CH:22]=[CH:23][C:24]([C:27](=[O:37])[CH2:28][N:29]2[CH:33]=[CH:32][N:31]=[C:30]2[CH2:34][CH3:35])=[N:25][CH:26]=1. (4) Given the reactants [CH3:1][CH2:2][CH2:3][CH2:4][C:5]([O:7][C@@H:8]1[C@@:12]2([CH3:32])[CH2:13][CH2:14][C@@H:15]3[C:20]4[CH:21]=[CH:22][C:23]([O:25]C(CCCC)=O)=[CH:24][C:19]=4[CH2:18][CH2:17][C@H:16]3[C@@H:11]2[CH2:10][CH2:9]1)=[O:6].CO.[BH4-].[Na+], predict the reaction product. The product is: [CH3:1][CH2:2][CH2:3][CH2:4][C:5]([O:7][C@@H:8]1[C@@:12]2([CH3:32])[CH2:13][CH2:14][C@@H:15]3[C:20]4[CH:21]=[CH:22][C:23]([OH:25])=[CH:24][C:19]=4[CH2:18][CH2:17][C@H:16]3[C@@H:11]2[CH2:10][CH2:9]1)=[O:6]. (5) Given the reactants O[C:2]1[C:3]2[C:4](=[C:8]([C:11]([O:13][CH2:14][CH3:15])=[O:12])[S:9][N:10]=2)[N:5]=[CH:6][N:7]=1.O1CCCC1.F[P-](F)(F)(F)(F)F.[N:28]1(O[P+](N(C)C)(N(C)C)N(C)C)[C:32]2C=CC=C[C:31]=2N=N1.N12CCCN=C1CCCCC2, predict the reaction product. The product is: [CH2:32]([NH:28][C:2]1[C:3]2[C:4](=[C:8]([C:11]([O:13][CH2:14][CH3:15])=[O:12])[S:9][N:10]=2)[N:5]=[CH:6][N:7]=1)[CH3:31]. (6) The product is: [C:30]([N:27]1[CH2:28][CH2:29][CH:24]([NH:23][C:2]2[C:3]([C:8]3[NH:17][C:16](=[O:18])[C:15]4[C:10](=[CH:11][C:12]([O:21][CH3:22])=[CH:13][C:14]=4[O:19][CH3:20])[N:9]=3)=[N:4][CH:5]=[CH:6][CH:7]=2)[CH2:25][CH2:26]1)(=[O:32])[CH3:31]. Given the reactants F[C:2]1[C:3]([C:8]2[NH:17][C:16](=[O:18])[C:15]3[C:10](=[CH:11][C:12]([O:21][CH3:22])=[CH:13][C:14]=3[O:19][CH3:20])[N:9]=2)=[N:4][CH:5]=[CH:6][CH:7]=1.[NH2:23][CH:24]1[CH2:29][CH2:28][N:27]([C:30](=[O:32])[CH3:31])[CH2:26][CH2:25]1.C([O-])([O-])=O.[K+].[K+], predict the reaction product. (7) Given the reactants [S:1]1[CH:5]=[C:4]([CH2:6][CH2:7][CH2:8][NH2:9])[C:3]2[CH:10]=[CH:11][CH:12]=[CH:13][C:2]1=2.BrC1C=CC(S(O[CH2:25][C@@H:26]2[O:40][C:30]3=[C:31]4[C:36](=[CH:37][CH:38]=[C:29]3[O:28][CH2:27]2)[N:35]=[C:34]([CH3:39])[CH:33]=[CH:32]4)(=O)=O)=CC=1.C(=O)(O)[O-].[Na+], predict the reaction product. The product is: [S:1]1[C:2]2[CH:13]=[CH:12][CH:11]=[CH:10][C:3]=2[C:4]([CH2:6][CH2:7][CH2:8][NH:9][CH2:25][CH:26]2[O:40][C:30]3=[C:31]4[C:36](=[CH:37][CH:38]=[C:29]3[O:28][CH2:27]2)[N:35]=[C:34]([CH3:39])[CH:33]=[CH:32]4)=[CH:5]1.